This data is from Peptide-MHC class II binding affinity with 134,281 pairs from IEDB. The task is: Regression. Given a peptide amino acid sequence and an MHC pseudo amino acid sequence, predict their binding affinity value. This is MHC class II binding data. The peptide sequence is DDLMIRVIAQGPTAT. The MHC is DRB1_0901 with pseudo-sequence DRB1_0901. The binding affinity (normalized) is 0.571.